This data is from Full USPTO retrosynthesis dataset with 1.9M reactions from patents (1976-2016). The task is: Predict the reactants needed to synthesize the given product. Given the product [CH3:8][O:9][C:10](=[O:19])[CH2:11][C:12]1[CH:17]=[CH:16][C:15]([Br:6])=[C:14]([OH:18])[CH:13]=1, predict the reactants needed to synthesize it. The reactants are: C(N)(C)(C)C.[Br:6]Br.[CH3:8][O:9][C:10](=[O:19])[CH2:11][C:12]1[CH:17]=[CH:16][CH:15]=[C:14]([OH:18])[CH:13]=1.Cl.